From a dataset of Experimentally validated miRNA-target interactions with 360,000+ pairs, plus equal number of negative samples. Binary Classification. Given a miRNA mature sequence and a target amino acid sequence, predict their likelihood of interaction. (1) The miRNA is rno-miR-450a-5p with sequence UUUUGCGAUGUGUUCCUAAUGU. The protein sequence of the target gene is MRGSPLIRLLATSFLCLLSMVCAQLCRTPCTCPWTPPQCPQGVPLVLDGCGCCKVCARRLTESCEHLHVCEPSQGLVCQPGAGPGGHGAVCLLDEDDGDCEVNGRRYLDGETFKPNCRVLCRCDDGGFTCLPLCSEDVTLPSWDCPRPKRIQVPGKCCPEWVCDQGVTPAIQRSAAQGHQLSALVTPASADAPWPNWSTAWGPCSTTCGLGIATRVSNQNRFCQLEIQRRLCLPRPCLAARSHSSWNSAF. Result: 1 (interaction). (2) The miRNA is mmu-miR-3097-3p with sequence CUCAGACCUUUCUACCUGUCAG. The protein sequence of the target gene is MLYLIGLGLGDAKDITVKGLEVVRRCSRVYLEAYTSVLTVGKEALEEFYGRKLILADREEVEQEADNIFKDADVSDVAFLVVGDPFGATTHSDLILRATKLGIPYQVIHNASIMNAVGCCGLQLYRFGETVSIVFWTDTWRPESFFDKVKRNRANGMHTLCLLDIKVKEQSLENLIRGRKIYEPPRYMSVNQAAQQLLEIVQNHRARGEEPAITEETLCVGLARVGAEDQKIAAGTLQQMCTVSLGEPLHSLVITGGNLHPLEMEMLSLFSIPESQSTDGL. Result: 1 (interaction). (3) The miRNA is rno-miR-378a-3p with sequence ACUGGACUUGGAGUCAGAAGG. The protein sequence of the target gene is MFHLRTCAAKLRPLTASQTVKTFSQNRPAAARTFQQIRCYSAPVAAEPFLSGTSSNYVEEMYCAWLENPKSVHKSWDIFFRNTNAGAPPGTAYQSPLPLSRGSLAAVAHAQSLVEAQPNVDKLVEDHLAVQSLIRAYQIRGHHVAQLDPLGILDADLDSSVPADIISSTDKLGFYGLDESDLDKVFHLPTTTFIGGQESALPLREIIRRLEMAYCQHIGVEFMFINDLEQCQWIRQKFETPGIMQFTNEEKRTLLARLVRSTRFEEFLQRKWSSEKRFGLEGCEVLIPALKTIIDKSSEN.... Result: 0 (no interaction). (4) The miRNA is hsa-miR-450a-1-3p with sequence AUUGGGAACAUUUUGCAUGUAU. The protein sequence of the target gene is MLSKGLKRKREEEEEKEPLAVDSWWLDPGHTAVAQAPPAVASSSLFDLSVLKLHHSLQQSEPDLRHLVLVVNTLRRIQASMAPAAALPPVPSPPAAPSVADNLLASSDAALSASMASLLEDLSHIEGLSQAPQPLADEGPPGRSIGGAAPSLGALDLLGPATGCLLDDGLEGLFEDIDTSMYDNELWAPASEGLKPGPEDGPGKEEAPELDEAELDYLMDVLVGTQALERPPGPGR. Result: 1 (interaction). (5) The miRNA is hsa-miR-5689 with sequence AGCAUACACCUGUAGUCCUAGA. The protein sequence of the target gene is MALSVDSSWHRWQWRVRDGFPHCPSETTPLLSPEKGRQSYNLTQQRVVFPNNSIFHQDWEEVSRRYPGNRTCTTKYTLFTFLPRNLFEQFHRWANLYFLFLVILNWMPSMEVFHREITMLPLAIVLFVIMIKDGMEDFKRHRFDKAINCSNIRIYERKEQTYVQKCWKDVRVGDFIQMKCNEIVPADILLLFSSDPNGICHLETASLDGETNLKQRCVVKGFSQQEVQFEPELFHNTIVCEKPNNHLNKFKGYMEHPDQTRTGFGCESLLLRGCTIRNTEMAVGIVIYAGHETKAMLNNS.... Result: 0 (no interaction). (6) The miRNA is mmu-miR-192-5p with sequence CUGACCUAUGAAUUGACAGCC. The protein sequence of the target gene is MSCHNCSDPQVLCSSGQLFLQPLWDHLRSWEALLQSPFFPVIFSITTYVGFCLPFVVLDILCSWVPALRRYKIHPDFSPSAQQLLPCLGQTLYQHVMFVFPVTLLHWARSPALLPHEAPELLLLLHHILFCLLLFDMEFFVWHLLHHKVPWLYRTFHKVHHQNSSSFALATQYMSVWELFSLGFFDMMNVTLLGCHPLTTLTFHVVNIWLSVEDHSGYNFPWSTHRLVPFGWYGGVVHHDLHHSHFNCNFAPYFTHWDKILGTLRTASVPAR. Result: 0 (no interaction). (7) The miRNA is hsa-miR-1272 with sequence GAUGAUGAUGGCAGCAAAUUCUGAAA. The protein sequence of the target gene is MLHQPTPGNRGLTARMEVGPATETFVLELQCLEDGGPGPDTLSGGSGGSESQEEEEPQERNSSPQRPAVSAPVGASEIAEETRPGQRELQLQQLEQQPEPQQQPQHEQLQQPQPHLELQQQPQQDGQQQLSQLQQEKHQSVHHQELKPELQLMHQQQQLQPQQVQEQQRLQQQQEQLQTQQAQEQQVLQQQEQLQQQVQEQQLLQQQQEQLQQQQLLQQQEQLQQQQFQQQQEQLQQQQQLLLLQQQGQLQQQLLQQQQAQLQQQLLEQQQAQLQQQLLLQQQEQLQQQQQQQLLQQQQE.... Result: 1 (interaction). (8) The miRNA is mmu-miR-135a-1-3p with sequence UAUAGGGAUUGGAGCCGUGGCG. The protein sequence of the target gene is MASQSQGIQQLLQAEKRAAEKVSEARKRKNRRLKQAKEEAQAEIEQYRLQREKEFKAKEAAALGSRGSCSTEVEKETQEKMTILQTYFRQNRDEVLDNLLAFVCDIRPEIHENYRING. Result: 0 (no interaction). (9) The miRNA is hsa-miR-765 with sequence UGGAGGAGAAGGAAGGUGAUG. The protein sequence of the target gene is MVLGKVKSLTISFDCLNDSNVPVYSSGDTVSGRVNLEVTGEIRVKSLKIHARGHAKVRWTESRNAGSNTAYTQNYTEEVEYFNHKDILIGHERDDDNSEEGFHTIHSGRHEYAFSFELPQTPLATSFEGRHGSVRYWVKAELHRPWLLPVKLKKEFTVFEHIDINTPSLLSPQAGTKEKTLCCWFCTSGPISLSAKIERKGYTPGESIQIFAEIENCSSRMVVPKAAIYQTQAFYAKGKMKEVKQLVANLRGESLSSGKTETWNGKLLKIPPVSPSILDCSIIRVEYSLMVYVDIPGAMD.... Result: 0 (no interaction). (10) The miRNA is mmu-miR-7b-5p with sequence UGGAAGACUUGUGAUUUUGUUGUU. The protein sequence of the target gene is MARCSNSMALLFSFGLLWLCSGVLGTDTEERLVEHLLDPSRYNKLIRPATNGSELVTVQLMVSLAQLISVHEREQIMTTNVWLTQEWEDYRLTWKPEDFDNMKKVRLPSKHIWLPDVVLYNNADGMYEVSFYSNAVVSYDGSIFWLPPAIYKSACKIEVKHFPFDQQNCTMKFRSWTYDRTEIDLVLKSDVASLDDFTPSGEWDIIALPGRRNENPDDSTYVDITYDFIIRRKPLFYTINLIIPCVLITSLAILVFYLPSDCGEKMTLCISVLLALTVFLLLISKIVPPTSLDVPLVGKY.... Result: 1 (interaction).